Task: Predict hERG channel inhibition at various concentrations.. Dataset: hERG Central: cardiac toxicity at 1µM, 10µM, and general inhibition (1) The compound is CCOC(=O)C1CCN(Cc2cn[nH]c2-c2ccc(C)cc2)CC1. Results: hERG_inhib (hERG inhibition (general)): blocker. (2) The molecule is CCCn1c(=N)n(CCOc2ccc(OC)cc2)c2ccccc21. Results: hERG_inhib (hERG inhibition (general)): blocker. (3) The molecule is O=C(COc1ccc([N+](=O)[O-])cc1)Nc1ccc(CN2CCOCC2)cc1. Results: hERG_inhib (hERG inhibition (general)): blocker. (4) The compound is CCCOP(=O)(c1ccc(N(C)C)cc1)C(O)c1ccc(Cl)cc1Cl. Results: hERG_inhib (hERG inhibition (general)): blocker. (5) The compound is O=C1CC2(CCN(C(=O)c3ccccc3Br)CC2)Oc2ccccc21. Results: hERG_inhib (hERG inhibition (general)): blocker.